Dataset: Full USPTO retrosynthesis dataset with 1.9M reactions from patents (1976-2016). Task: Predict the reactants needed to synthesize the given product. (1) Given the product [C:17]([NH:16][C:10]1[CH:11]=[C:12]([F:15])[CH:13]=[CH:14][C:9]=1[NH:8][C:6]1[C:5]([Cl:21])=[CH:4][N:3]=[C:2]([NH:50][C:51]2[CH:52]=[C:53]([CH:57]=[CH:58][C:59]=2[C:60]#[N:61])[C:54]([NH2:56])=[O:55])[N:7]=1)(=[O:20])[CH:18]=[CH2:19], predict the reactants needed to synthesize it. The reactants are: Cl[C:2]1[N:7]=[C:6]([NH:8][C:9]2[CH:14]=[CH:13][C:12]([F:15])=[CH:11][C:10]=2[NH:16][C:17](=[O:20])[CH:18]=[CH2:19])[C:5]([Cl:21])=[CH:4][N:3]=1.NC1C=CC(F)=CC=1NC(=O)C=C.ClC1N=C(Cl)C(Cl)=CN=1.C(=O)([O-])[O-].[Na+].[Na+].[NH2:50][C:51]1[CH:52]=[C:53]([CH:57]=[CH:58][C:59]=1[C:60]#[N:61])[C:54]([NH2:56])=[O:55].C1(P(N(C)C)C2C=CC=CC=2)C=CC=CC=1.CN(C1C(C2C(P(C3CCCCC3)C3CCCCC3)=CC=CC=2)=CC=CC=1)C. (2) Given the product [CH3:34][O:33][C:28]1[CH:27]=[CH:26][C:24]2[N:25]=[C:21]([C:2]3[CH:3]=[CH:4][C:5]4[C:10](=[CH:9][CH:8]=[CH:7][CH:6]=4)[CH:1]=3)[S:22][C:23]=2[C:29]=1[N+:30]([O-:32])=[O:31], predict the reactants needed to synthesize it. The reactants are: [CH:1]1[C:10]2[C:5](=[CH:6][CH:7]=[CH:8][CH:9]=2)[CH:4]=[CH:3][C:2]=1B(O)O.C(=O)([O-])[O-].[Na+].[Na+].Br[C:21]1[S:22][C:23]2[C:29]([N+:30]([O-:32])=[O:31])=[C:28]([O:33][CH3:34])[CH:27]=[CH:26][C:24]=2[N:25]=1. (3) Given the product [NH2:25][C:24]1[C:3]2[C:2](=[CH:23][CH:22]=[CH:21][C:4]=2[O:5][CH2:6][C@@H:7]([NH2:10])[CH2:8][CH3:9])[N:1]=[C:27]([CH3:34])[C:28]=1[C:29]([O:31][CH2:32][CH3:33])=[O:30], predict the reactants needed to synthesize it. The reactants are: [NH2:1][C:2]1[C:3]([C:24]#[N:25])=[C:4]([CH:21]=[CH:22][CH:23]=1)[O:5][CH2:6][C@@H:7]([NH:10]C(=O)OCC1C=CC=CC=1)[CH2:8][CH3:9].O=[C:27]([CH3:34])[CH2:28][C:29]([O:31][CH2:32][CH3:33])=[O:30]. (4) Given the product [CH:1]1([O:8][C:9]2[CH:10]=[C:11]([CH:15]=[CH:16][CH:17]=2)[C:12]([NH:18][C@H:19]2[CH2:20][O:21][C@@H:22]3[C@@H:26]([NH:27][C:28]([CH:30]4[CH2:31][CH2:32]4)=[O:29])[CH2:25][O:24][C@H:23]23)=[O:14])[CH2:2][CH2:3][CH2:4][CH2:5][CH2:6][CH2:7]1, predict the reactants needed to synthesize it. The reactants are: [CH:1]1([O:8][C:9]2[CH:10]=[C:11]([CH:15]=[CH:16][CH:17]=2)[C:12]([OH:14])=O)[CH2:7][CH2:6][CH2:5][CH2:4][CH2:3][CH2:2]1.[NH2:18][C@@H:19]1[C@H:23]2[O:24][CH2:25][C@H:26]([NH:27][C:28]([CH:30]3[CH2:32][CH2:31]3)=[O:29])[C@H:22]2[O:21][CH2:20]1. (5) Given the product [CH2:30]([N:37]([S:42]([C:45]1[CH:50]=[CH:49][C:48]([O:51][CH3:52])=[CH:47][CH:46]=1)(=[O:44])=[O:43])[CH2:38][C:39]([NH:53][C:54]1[S:55][S:56][C:57](=[S:59])[N:58]=1)=[O:40])[C:31]1[CH:36]=[CH:35][CH:34]=[CH:33][CH:32]=1, predict the reactants needed to synthesize it. The reactants are: CN1CCOCC1.ON1C2C=CC=CC=2N=N1.Cl.C(N=C=NCCCN(C)C)C.[CH2:30]([N:37]([S:42]([C:45]1[CH:50]=[CH:49][C:48]([O:51][CH3:52])=[CH:47][CH:46]=1)(=[O:44])=[O:43])[CH2:38][C:39](O)=[O:40])[C:31]1[CH:36]=[CH:35][CH:34]=[CH:33][CH:32]=1.[NH2:53][C:54]1[S:55][S:56][C:57](=[S:59])[N:58]=1.Cl. (6) Given the product [C:6]1([C:36]2[CH:37]=[CH:38][CH:39]=[CH:40][CH:41]=2)[CH:7]=[CH:8][C:9]([CH2:12][CH2:13][CH:14]([O:26][CH2:27][C:28]2[CH:29]=[CH:30][C:31]([O:34][CH3:35])=[CH:32][CH:33]=2)[CH:15]([CH2:23][CH2:24][O:25][S:2]([CH3:1])(=[O:4])=[O:3])[C:16]([O:18][C:19]([CH3:22])([CH3:21])[CH3:20])=[O:17])=[CH:10][CH:11]=1, predict the reactants needed to synthesize it. The reactants are: [CH3:1][S:2](Cl)(=[O:4])=[O:3].[C:6]1([C:36]2[CH:41]=[CH:40][CH:39]=[CH:38][CH:37]=2)[CH:11]=[CH:10][C:9]([CH2:12][CH2:13][CH:14]([O:26][CH2:27][C:28]2[CH:33]=[CH:32][C:31]([O:34][CH3:35])=[CH:30][CH:29]=2)[CH:15]([CH2:23][CH2:24][OH:25])[C:16]([O:18][C:19]([CH3:22])([CH3:21])[CH3:20])=[O:17])=[CH:8][CH:7]=1.C(N(CC)CC)C. (7) Given the product [N+:9]([C:5]1[CH:4]=[C:3]([CH:2]=[CH:37][C:39]2[N:40]=[C:41]([NH:44][C:45](=[O:47])[CH3:46])[S:42][CH:43]=2)[CH:8]=[CH:7][CH:6]=1)([O-:11])=[O:10], predict the reactants needed to synthesize it. The reactants are: Br[CH2:2][C:3]1[CH:8]=[CH:7][CH:6]=[C:5]([N+:9]([O-:11])=[O:10])[CH:4]=1.C1(P(C2C=CC=CC=2)C2C=CC=CC=2)C=CC=CC=1.CC(C)([O-])C.[K+].[CH:37]([C:39]1[N:40]=[C:41]([NH:44][C:45](=[O:47])[CH3:46])[S:42][CH:43]=1)=O.Cl. (8) Given the product [F:25][C:26]1[CH:27]=[C:28]([NH:32][C:33]([N:15]2[CH2:16][CH2:17][N:12]([C:10]3[S:9][N:8]=[C:7]([C:1]4[CH:2]=[CH:3][CH:4]=[CH:5][CH:6]=4)[N:11]=3)[CH2:13][CH2:14]2)=[O:34])[CH:29]=[CH:30][CH:31]=1, predict the reactants needed to synthesize it. The reactants are: [C:1]1([C:7]2[N:11]=[C:10]([N:12]3[CH2:17][CH2:16][NH:15][CH2:14][CH2:13]3)[S:9][N:8]=2)[CH:6]=[CH:5][CH:4]=[CH:3][CH:2]=1.C(N(CC)CC)C.[F:25][C:26]1[CH:27]=[C:28]([N:32]=[C:33]=[O:34])[CH:29]=[CH:30][CH:31]=1. (9) Given the product [CH3:23][O:22][C:19]1[CH:20]=[CH:21][C:16]([CH2:15][NH:14][CH:11]2[CH2:10][CH2:9][NH:8][CH2:13][CH2:12]2)=[CH:17][C:18]=1[N+:24]([O-:26])=[O:25], predict the reactants needed to synthesize it. The reactants are: C(OC([N:8]1[CH2:13][CH2:12][CH:11]([NH:14][CH2:15][C:16]2[CH:21]=[CH:20][C:19]([O:22][CH3:23])=[C:18]([N+:24]([O-:26])=[O:25])[CH:17]=2)[CH2:10][CH2:9]1)=O)(C)(C)C.Cl. (10) Given the product [CH2:31]([C:22]1[S:21][C:20]([NH:19][C:17](=[O:18])[CH2:16][CH2:15][C:14]([C:12]2[CH:11]=[CH:10][C:9]([O:39][CH3:40])=[C:8]([CH2:7][CH2:6][CH2:5][OH:4])[CH:13]=2)=[O:38])=[CH:24][C:23]=1[C:25]1[CH:26]=[CH:27][CH:28]=[CH:29][CH:30]=1)[C:32]1[CH:37]=[CH:36][CH:35]=[CH:34][CH:33]=1, predict the reactants needed to synthesize it. The reactants are: C([O:4][CH2:5][CH2:6][CH2:7][C:8]1[CH:13]=[C:12]([C:14](=[O:38])[CH2:15][CH2:16][C:17]([NH:19][C:20]2[S:21][C:22]([CH2:31][C:32]3[CH:37]=[CH:36][CH:35]=[CH:34][CH:33]=3)=[C:23]([C:25]3[CH:30]=[CH:29][CH:28]=[CH:27][CH:26]=3)[CH:24]=2)=[O:18])[CH:11]=[CH:10][C:9]=1[O:39][CH3:40])(=O)C.CO.[OH-].[Na+].